This data is from Full USPTO retrosynthesis dataset with 1.9M reactions from patents (1976-2016). The task is: Predict the reactants needed to synthesize the given product. (1) Given the product [ClH:43].[ClH:43].[CH:1]1([C:7]2[C:8]3[CH:36]=[CH:35][C:34]([C:37]([OH:39])=[O:38])=[CH:33][C:9]=3[N:10]3[C:16]=2[C:15]2[CH:17]=[CH:18][CH:19]=[C:20]([N:21]([CH2:25][CH2:26][N:27]4[CH2:32][CH2:31][CH2:30][CH2:29][CH2:28]4)[CH2:22][CH2:23][CH3:24])[C:14]=2[O:13][CH2:12][CH2:11]3)[CH2:6][CH2:5][CH2:4][CH2:3][CH2:2]1, predict the reactants needed to synthesize it. The reactants are: [CH:1]1([C:7]2[C:8]3[CH:36]=[CH:35][C:34]([C:37]([O:39]C)=[O:38])=[CH:33][C:9]=3[N:10]3[C:16]=2[C:15]2[CH:17]=[CH:18][CH:19]=[C:20]([N:21]([CH2:25][CH2:26][N:27]4[CH2:32][CH2:31][CH2:30][CH2:29][CH2:28]4)[CH2:22][CH2:23][CH3:24])[C:14]=2[O:13][CH2:12][CH2:11]3)[CH2:6][CH2:5][CH2:4][CH2:3][CH2:2]1.[OH-].[Na+].[ClH:43]. (2) Given the product [C:3]([O:7][C:8]([N:10]1[CH2:14][CH2:13][C@H:12]([O:15][CH2:17][C:18]2[C:23]([C:24]3[CH:29]=[C:28]([F:30])[CH:27]=[CH:26][C:25]=3[F:31])=[CH:22][CH:21]=[CH:20][N:19]=2)[CH2:11]1)=[O:9])([CH3:6])([CH3:4])[CH3:5], predict the reactants needed to synthesize it. The reactants are: [H-].[Na+].[C:3]([O:7][C:8]([N:10]1[CH2:14][CH2:13][C@H:12]([OH:15])[CH2:11]1)=[O:9])([CH3:6])([CH3:5])[CH3:4].Br[CH2:17][C:18]1[C:23]([C:24]2[CH:29]=[C:28]([F:30])[CH:27]=[CH:26][C:25]=2[F:31])=[CH:22][CH:21]=[CH:20][N:19]=1. (3) Given the product [C:20]([C:19]1[CH:22]=[CH:23][C:16]([CH:14]([C:7]2[C:8](=[O:12])[CH2:9][CH2:10][CH2:11][C:6]=2[OH:13])[NH:35][C:33]([NH:32][C:30]2[CH:29]=[CH:28][N:27]=[C:26]([C:25]([F:24])([F:36])[F:37])[CH:31]=2)=[O:34])=[CH:17][CH:18]=1)#[N:21], predict the reactants needed to synthesize it. The reactants are: C[Si](Cl)(C)C.[C:6]1(=[O:13])[CH2:11][CH2:10][CH2:9][C:8](=[O:12])[CH2:7]1.[CH:14]([C:16]1[CH:23]=[CH:22][C:19]([C:20]#[N:21])=[CH:18][CH:17]=1)=O.[F:24][C:25]([F:37])([F:36])[C:26]1[CH:31]=[C:30]([NH:32][C:33]([NH2:35])=[O:34])[CH:29]=[CH:28][N:27]=1. (4) Given the product [NH2:1][C:2]1[C:13]([F:14])=[CH:12][C:11]([Cl:15])=[CH:10][C:3]=1[C:4]([C:16]1[CH:21]=[CH:20][CH:19]=[CH:18][CH:17]=1)=[O:5], predict the reactants needed to synthesize it. The reactants are: [NH2:1][C:2]1[C:13]([F:14])=[CH:12][C:11]([Cl:15])=[CH:10][C:3]=1[C:4](N(OC)C)=[O:5].[C:16]1([Mg]Br)[CH:21]=[CH:20][CH:19]=[CH:18][CH:17]=1. (5) Given the product [Cl:1][C:2]1[CH:3]=[C:4]([CH2:8][CH2:9][NH:10][C:11](=[O:13])[CH3:12])[CH:5]=[CH:6][CH:7]=1, predict the reactants needed to synthesize it. The reactants are: [Cl:1][C:2]1[CH:3]=[C:4]([CH2:8][CH2:9][NH2:10])[CH:5]=[CH:6][CH:7]=1.[C:11](Cl)(=[O:13])[CH3:12]. (6) Given the product [C:1]([OH:5])(=[O:4])[CH:2]=[CH2:3].[NH2:13][C:1]([O:5][CH2:6][CH3:7])=[O:4].[N-:13]=[C:10]=[O:17], predict the reactants needed to synthesize it. The reactants are: [C:1]([O:5][CH2:6][CH2:7]CC)(=[O:4])[CH:2]=[CH2:3].[C:10](#[N:13])C=C.C(O)(=[O:17])C=C. (7) Given the product [CH3:17][CH:14]1[CH2:15][CH2:16][N:12]([C:11]2[C:6]([CH:4]3[CH2:5][N:2]([C:19]4[CH:28]=[CH:27][C:26]5[C:21](=[CH:22][CH:23]=[CH:24][CH:25]=5)[N:20]=4)[CH2:3]3)=[N:7][CH:8]=[CH:9][N:10]=2)[CH2:13]1, predict the reactants needed to synthesize it. The reactants are: Cl.[NH:2]1[CH2:5][CH:4]([C:6]2[C:11]([N:12]3[CH2:16][CH2:15][CH:14]([CH3:17])[CH2:13]3)=[N:10][CH:9]=[CH:8][N:7]=2)[CH2:3]1.Cl[C:19]1[CH:28]=[CH:27][C:26]2[C:21](=[CH:22][CH:23]=[CH:24][CH:25]=2)[N:20]=1.C([O-])([O-])=O.[Cs+].[Cs+].